Dataset: Reaction yield outcomes from USPTO patents with 853,638 reactions. Task: Predict the reaction yield, written as a fraction of the theoretical maximum amount of product (1.0 means a 100% yield; for example, 0.34 means a 34% yield). The product is [CH3:36][O:35][C:29]1[CH:28]=[C:27]([CH:32]=[CH:31][C:30]=1[O:33][CH3:34])[CH2:26][N:19]1[C:18](=[O:37])[C:17]2[C:21](=[CH:22][CH:23]=[CH:24][C:16]=2[N:11]2[CH2:10][CH:9]3[N:8]([CH:1]([C:2]4[CH:7]=[CH:6][CH:5]=[CH:4][CH:3]=4)[CH3:39])[CH:13]([CH2:14][CH2:15]3)[CH2:12]2)[C:20]1=[O:25]. The yield is 0.380. The reactants are [CH2:1]([N:8]1[CH:13]2[CH2:14][CH2:15][CH:9]1[CH2:10][N:11]([C:16]1[CH:24]=[CH:23][CH:22]=[C:21]3[C:17]=1[C:18](=[O:37])[N:19]([CH2:26][C:27]1[CH:32]=[CH:31][C:30]([O:33][CH3:34])=[C:29]([O:35][CH3:36])[CH:28]=1)[C:20]3=[O:25])[CH2:12]2)[C:2]1[CH:7]=[CH:6][CH:5]=[CH:4][CH:3]=1.Br[CH:39](C1C=CC=CC=1)C.C([O-])([O-])=O.[K+].[K+]. The catalyst is CCOC(C)=O.[Pd].